From a dataset of Forward reaction prediction with 1.9M reactions from USPTO patents (1976-2016). Predict the product of the given reaction. (1) Given the reactants [N:1]1[CH:6]=[CH:5][CH:4]=[C:3](/[CH:7]=[CH:8]/[C:9]([OH:11])=O)[CH:2]=1.[CH3:12][O:13][C:14]1[CH:22]=[CH:21][CH:20]=[CH:19][C:15]=1[CH2:16][CH2:17][NH2:18].O, predict the reaction product. The product is: [CH3:12][O:13][C:14]1[CH:22]=[CH:21][CH:20]=[CH:19][C:15]=1[CH2:16][CH2:17][NH:18][C:9](=[O:11])/[CH:8]=[CH:7]/[C:3]1[CH:2]=[N:1][CH:6]=[CH:5][CH:4]=1. (2) Given the reactants [C:1]([O:5][C:6]([NH:8][C@@H:9]([C:14]([OH:16])=O)[C:10]([CH3:13])([CH3:12])[CH3:11])=[O:7])([CH3:4])([CH3:3])[CH3:2].[B-](F)(F)(F)F.CCOC(C(C#N)=NOC(N(C)C)=[N+](C)C)=O.C1C=NC2N(O)N=NC=2C=1.Cl.[CH3:50][O:51][C:52]1[CH:53]=[C:54]([C:60]2[C@@H:69]3[C@@H:64]([CH2:65][CH2:66][CH2:67][CH2:68]3)[C:63](=[O:70])[N:62]([CH:71]3[CH2:76][CH2:75][NH:74][CH2:73][CH2:72]3)[N:61]=2)[CH:55]=[CH:56][C:57]=1[O:58][CH3:59].CCN(C(C)C)C(C)C, predict the reaction product. The product is: [CH3:50][O:51][C:52]1[CH:53]=[C:54]([C:60]2[C@@H:69]3[C@@H:64]([CH2:65][CH2:66][CH2:67][CH2:68]3)[C:63](=[O:70])[N:62]([CH:71]3[CH2:72][CH2:73][N:74]([C:14](=[O:16])[C@H:9]([NH:8][C:6](=[O:7])[O:5][C:1]([CH3:2])([CH3:3])[CH3:4])[C:10]([CH3:11])([CH3:12])[CH3:13])[CH2:75][CH2:76]3)[N:61]=2)[CH:55]=[CH:56][C:57]=1[O:58][CH3:59]. (3) The product is: [CH3:19][C:20]1[CH:21]=[C:22](/[CH:23]=[CH:9]/[C:10]([O:12][C:13]([CH3:14])([CH3:15])[CH3:16])=[O:11])[CH:25]=[CH:26][N:27]=1. Given the reactants C(OP([CH2:9][C:10]([O:12][C:13]([CH3:16])([CH3:15])[CH3:14])=[O:11])(OCC)=O)C.[H-].[Na+].[CH3:19][C:20]1[CH:21]=[C:22]([CH:25]=[CH:26][N:27]=1)[CH:23]=O.O, predict the reaction product.